From a dataset of Peptide-MHC class I binding affinity with 185,985 pairs from IEDB/IMGT. Regression. Given a peptide amino acid sequence and an MHC pseudo amino acid sequence, predict their binding affinity value. This is MHC class I binding data. (1) The peptide sequence is STLNFNNLY. The MHC is HLA-A24:02 with pseudo-sequence HLA-A24:02. The binding affinity (normalized) is 0. (2) The peptide sequence is FATTPVCEY. The MHC is HLA-A02:11 with pseudo-sequence HLA-A02:11. The binding affinity (normalized) is 0.0847. (3) The peptide sequence is AQFSPQYL. The MHC is HLA-A31:01 with pseudo-sequence HLA-A31:01. The binding affinity (normalized) is 0.533. (4) The peptide sequence is ALAVLSKCY. The MHC is HLA-A66:01 with pseudo-sequence HLA-A66:01. The binding affinity (normalized) is 0.213. (5) The peptide sequence is ELIKAMNHF. The MHC is HLA-B57:01 with pseudo-sequence HLA-B57:01. The binding affinity (normalized) is 0.0847. (6) The peptide sequence is VFYLYLTFYF. The MHC is HLA-A30:02 with pseudo-sequence HLA-A30:02. The binding affinity (normalized) is 0.129. (7) The peptide sequence is ATAGWTFGA. The MHC is HLA-A68:02 with pseudo-sequence HLA-A68:02. The binding affinity (normalized) is 0.762. (8) The peptide sequence is GITYQAWQA. The MHC is HLA-A02:01 with pseudo-sequence HLA-A02:01. The binding affinity (normalized) is 0.297. (9) The peptide sequence is GMIIMLIPTV. The MHC is HLA-A30:01 with pseudo-sequence HLA-A30:01. The binding affinity (normalized) is 0.127. (10) The peptide sequence is ALLRMCALV. The MHC is HLA-A02:02 with pseudo-sequence HLA-A02:02. The binding affinity (normalized) is 0.591.